This data is from Forward reaction prediction with 1.9M reactions from USPTO patents (1976-2016). The task is: Predict the product of the given reaction. (1) Given the reactants [NH2:1][CH:2]1[CH2:8][CH:7]2[N:9]([CH3:10])[CH:4]([CH2:5][CH2:6]2)[CH2:3]1.[C:11]1([C:17]2[O:18][C:19]3[C:25]([C:26](O)=[O:27])=[CH:24][CH:23]=[CH:22][C:20]=3[N:21]=2)[CH:16]=[CH:15][CH:14]=[CH:13][CH:12]=1, predict the reaction product. The product is: [CH3:10][N:9]1[CH:7]2[CH2:6][CH2:5][CH:4]1[CH2:3][CH:2]([NH:1][C:26]([C:25]1[C:19]3[O:18][C:17]([C:11]4[CH:16]=[CH:15][CH:14]=[CH:13][CH:12]=4)=[N:21][C:20]=3[CH:22]=[CH:23][CH:24]=1)=[O:27])[CH2:8]2. (2) Given the reactants [Cl:1][C:2]1[CH:7]=[CH:6][C:5]([C:8]2[C:14]3[CH:15]=[C:16]([OH:19])[CH:17]=[CH:18][C:13]=3[N:12]3[C:20]([CH3:23])=[N:21][N:22]=[C:11]3[C@H:10]([CH2:24][C:25]([NH:27][CH2:28][CH3:29])=[O:26])[N:9]=2)=[CH:4][CH:3]=1.C(=O)([O-])[O-].[K+].[K+].CS(O[CH2:41][CH2:42][O:43][CH2:44][CH2:45][O:46][CH2:47][CH2:48][NH:49][C:50](=[O:56])[O:51][C:52]([CH3:55])([CH3:54])[CH3:53])(=O)=O, predict the reaction product. The product is: [C:52]([O:51][C:50](=[O:56])[NH:49][CH2:48][CH2:47][O:46][CH2:45][CH2:44][O:43][CH2:42][CH2:41][O:19][C:16]1[CH:17]=[CH:18][C:13]2[N:12]3[C:20]([CH3:23])=[N:21][N:22]=[C:11]3[C@H:10]([CH2:24][C:25]([NH:27][CH2:28][CH3:29])=[O:26])[N:9]=[C:8]([C:5]3[CH:6]=[CH:7][C:2]([Cl:1])=[CH:3][CH:4]=3)[C:14]=2[CH:15]=1)([CH3:55])([CH3:54])[CH3:53]. (3) Given the reactants [H-].[H-].[H-].[H-].[Li+].[Al+3].[CH:7]1([CH2:13][O:14][C:15]2[O:19][C:18]([CH:20]([OH:24])[CH2:21][C:22]#[N:23])=[CH:17][CH:16]=2)[CH2:12][CH2:11][CH2:10][CH2:9][CH2:8]1.N.CO.C(Cl)Cl, predict the reaction product. The product is: [NH2:23][CH2:22][CH2:21][CH:20]([C:18]1[O:19][C:15]([O:14][CH2:13][CH:7]2[CH2:12][CH2:11][CH2:10][CH2:9][CH2:8]2)=[CH:16][CH:17]=1)[OH:24]. (4) Given the reactants [Br:1][C:2]1[CH:3]=[C:4]([CH:7]=[CH:8][C:9]=1[CH3:10])[CH:5]=O.CO[CH:13](OC)[CH2:14][NH2:15], predict the reaction product. The product is: [Br:1][C:2]1[CH:3]=[C:4]2[C:7]([CH:13]=[CH:14][N:15]=[CH:5]2)=[CH:8][C:9]=1[CH3:10].